This data is from Full USPTO retrosynthesis dataset with 1.9M reactions from patents (1976-2016). The task is: Predict the reactants needed to synthesize the given product. Given the product [Cl:1][C:2]1[CH:3]=[C:4]([CH:8]=[CH:9][C:10]=1[NH:11][C:12]1[CH:17]=[N:16][CH:15]=[C:14]([C:18]2[CH:23]=[CH:22][C:21]([OH:24])=[CH:20][CH:19]=2)[N:13]=1)[C:5]([N:33]([CH3:32])[CH:26]1[CH2:29][CH2:28][N:27]([CH3:30])[CH2:25]1)=[O:6], predict the reactants needed to synthesize it. The reactants are: [Cl:1][C:2]1[CH:3]=[C:4]([CH:8]=[CH:9][C:10]=1[NH:11][C:12]1[CH:17]=[N:16][CH:15]=[C:14]([C:18]2[CH:23]=[CH:22][C:21]([OH:24])=[CH:20][CH:19]=2)[N:13]=1)[C:5](O)=[O:6].[CH2:25]([N:27]([CH2:30]C)[CH2:28][CH3:29])[CH3:26].[CH3:32][N:33](C(ON1N=NC2C=CC=CC1=2)=[N+](C)C)C.[B-](F)(F)(F)F.